From a dataset of Forward reaction prediction with 1.9M reactions from USPTO patents (1976-2016). Predict the product of the given reaction. Given the reactants [OH:1][C:2]1[CH:3]=[C:4]([CH:7]=[CH:8][CH:9]=1)[CH:5]=[O:6].C1(P(C2C=CC=CC=2)C2C=CC=CC=2)C=CC=CC=1.N(C(OCC)=O)=NC(OCC)=O.[C:41]([O:45][C:46]([N:48]1[CH2:53][CH2:52][N:51]([C:54]2[C:55]([O:60][CH2:61][CH2:62]O)=[N:56][CH:57]=[CH:58][N:59]=2)[CH2:50][CH2:49]1)=[O:47])([CH3:44])([CH3:43])[CH3:42], predict the reaction product. The product is: [C:41]([O:45][C:46]([N:48]1[CH2:49][CH2:50][N:51]([C:54]2[C:55]([O:60][CH2:61][CH2:62][O:1][C:2]3[CH:9]=[CH:8][CH:7]=[C:4]([CH:5]=[O:6])[CH:3]=3)=[N:56][CH:57]=[CH:58][N:59]=2)[CH2:52][CH2:53]1)=[O:47])([CH3:44])([CH3:43])[CH3:42].